This data is from Forward reaction prediction with 1.9M reactions from USPTO patents (1976-2016). The task is: Predict the product of the given reaction. (1) Given the reactants [C:1]([C:3]1[CH:8]=[CH:7][C:6]([CH2:9][C:10]([OH:12])=[O:11])=[C:5]([N+:13]([O-:15])=[O:14])[CH:4]=1)#[N:2].S(Cl)(Cl)=O.[CH3:20]O, predict the reaction product. The product is: [C:1]([C:3]1[CH:8]=[CH:7][C:6]([CH2:9][C:10]([O:12][CH3:20])=[O:11])=[C:5]([N+:13]([O-:15])=[O:14])[CH:4]=1)#[N:2]. (2) Given the reactants C1C2C(COC([N:18]3[CH2:23][CH2:22][C:21]([C:30]4[CH:35]=[CH:34][C:33]([OH:36])=[CH:32][CH:31]=4)([C:24]4[CH:29]=[CH:28][CH:27]=[CH:26][CH:25]=4)[CH2:20][CH2:19]3)=O)C3C(=CC=CC=3)C=2C=CC=1.N1CCCCC1, predict the reaction product. The product is: [C:24]1([C:21]2([C:30]3[CH:31]=[CH:32][C:33]([OH:36])=[CH:34][CH:35]=3)[CH2:20][CH2:19][NH:18][CH2:23][CH2:22]2)[CH:25]=[CH:26][CH:27]=[CH:28][CH:29]=1. (3) The product is: [O:1]=[C:2]1[NH:6][C@H:5]2[CH2:7][S:8][C@@H:9]([CH2:10][CH2:11][CH2:12][CH2:13][C:14]([O:16][CH2:17][C:18]([CH2:22][OH:23])([CH3:21])[CH2:19][OH:20])=[O:15])[C@H:4]2[O:3]1. Given the reactants [O:1]=[C:2]1[NH:6][C@H:5]2[CH2:7][S:8]/[C:9](=[CH:10]/[CH2:11][CH2:12][CH2:13][C:14]([O:16][CH2:17][C:18]([CH2:22][OH:23])([CH3:21])[CH2:19][OH:20])=[O:15])/[C@H:4]2[O:3]1.C(OCC=C)(=O)C.[H][H], predict the reaction product. (4) Given the reactants Cl.[NH2:2][CH:3]([C:6]1[CH:11]=[CH:10][C:9]([Cl:12])=[CH:8][CH:7]=1)[C:4]#[N:5].C(N(C(C)C)CC)(C)C.[CH3:22][O:23][C:24]1[CH:25]=[C:26]([CH2:34][CH2:35][C:36](Cl)=[O:37])[CH:27]=[CH:28][C:29]=1[O:30][CH2:31][C:32]#[CH:33], predict the reaction product. The product is: [Cl:12][C:9]1[CH:10]=[CH:11][C:6]([CH:3]([NH:2][C:36](=[O:37])[CH2:35][CH2:34][C:26]2[CH:27]=[CH:28][C:29]([O:30][CH2:31][C:32]#[CH:33])=[C:24]([O:23][CH3:22])[CH:25]=2)[C:4]#[N:5])=[CH:7][CH:8]=1. (5) Given the reactants [CH2:1]([O:3][CH:4]([O:7][CH2:8][CH3:9])[C:5]#[N:6])[CH3:2].[NH4+]=[S:11], predict the reaction product. The product is: [CH2:1]([O:3][CH:4]([O:7][CH2:8][CH3:9])[C:5](=[S:11])[NH2:6])[CH3:2]. (6) Given the reactants C(Cl)CCl.C1C=CC2N(O)N=NC=2C=1.[NH2:15][CH2:16][C:17]1[C:18]([F:34])=[C:19]([O:24][C:25]2[CH:26]=[C:27]([CH:30]=[C:31]([Cl:33])[CH:32]=2)[C:28]#[N:29])[C:20]([Cl:23])=[CH:21][CH:22]=1.[CH3:35][C:36]([O:39][C:40]([N:42]([C:52]([O:54][C:55]([CH3:58])([CH3:57])[CH3:56])=[O:53])[C:43]1[NH:44][C:45]([C:49](O)=[O:50])=[C:46]([Br:48])[N:47]=1)=[O:41])([CH3:38])[CH3:37].C(=O)(O)[O-].[Na+], predict the reaction product. The product is: [Br:48][C:46]1[N:47]=[C:43]([N:42]([C:52]([O:54][C:55]([CH3:58])([CH3:57])[CH3:56])=[O:53])[C:40]([O:39][C:36]([CH3:38])([CH3:37])[CH3:35])=[O:41])[NH:44][C:45]=1[C:49]([NH:15][CH2:16][C:17]1[CH:22]=[CH:21][C:20]([Cl:23])=[C:19]([O:24][C:25]2[CH:26]=[C:27]([C:28]#[N:29])[CH:30]=[C:31]([Cl:33])[CH:32]=2)[C:18]=1[F:34])=[O:50].